This data is from Experimentally validated miRNA-target interactions with 360,000+ pairs, plus equal number of negative samples. The task is: Binary Classification. Given a miRNA mature sequence and a target amino acid sequence, predict their likelihood of interaction. (1) The miRNA is hsa-miR-4709-5p with sequence ACAACAGUGACUUGCUCUCCAA. The protein sequence of the target gene is MPELAKSAPAPKKGSKKAVTKAQKKDGKKRKRSRKESYSIYVYKVLKQVHPDTGISSKAMGIMNSFVNDIFERIANEASRLAHYNKRSTITSREIQTSVRLLLPGELAKHAVSEGTKAVTKYTSAK. Result: 0 (no interaction). (2) The miRNA is rno-let-7d-5p with sequence AGAGGUAGUAGGUUGCAUAGUU. The protein sequence of the target gene is MESLGLHTVTLSDGTTAYVQQAVKGEKLLEGQVIQLEDGTTAYIHQVTVQKEALSFEDGQPVQLEDGSMAYIHRTPREGYDPSTLEAVQLEDGSTAYIHHPVAVPSESTILAVQTEVGLEDLAAEDDEGFSADAVVALEQYASKVLHDSQIPRNGKGQQVGDRAFRCGYKGCGRLYTTAHHLKVHERAHTGDRPYRCDFPSCGKAFATGYGLKSHVRTHTGEKPYKCPEELCSKAFKTSGDLQKHVRTHTGERPFQCPFEGCGRSFTTSNIRKVHVRTHTGERPYTCPEPHCGRGFTSAT.... Result: 0 (no interaction). (3) The miRNA is mmu-miR-3104-5p with sequence UAGGGGGCAGGAGCCGGAGCCCUCU. The protein sequence of the target gene is MEQPRKAVVVTGFGPFGEHTVNASWIAVQELEKLGLGDSVDLHVYEIPVEYQTVQRLIPALWEKHSPQLVVHVGVSGMATTVTLEKCGHNKGYKGLDNCRFCPGSQCCVEDGPESIDSIIDMDAVCKRVTTLGLDVSVTISQDAGRYLCDFTYYTSLYQGRGRSAFVHVPPLGKPYNADQLGRALRAIIEEMLGVLEQAEGDISCCRQL. Result: 0 (no interaction). (4) The miRNA is hsa-miR-17-5p with sequence CAAAGUGCUUACAGUGCAGGUAG. The protein sequence of the target gene is MPFAEDKTYKYICRNFSNFCNVDVVEILPYLPCLTARDQDRLRATCTLSGNRDTLWHLFNTLQRRPGWVEYFIAALRGCELVDLADEVASVYQSYQPRTSDRPPDPLEPPSLPAERPGPPTPAAAHSIPYNSCREKEPSYPMPVQETQAPESPGENSEQALQTLSPRAIPRNPDGGPLESSSDLAALSPLTSSGHQEQDTELGSTHTAGATSSLTPSRGPVSPSVSFQPLARSTPRASRLPGPTGSVVSTGTSFSSSSPGLASAGAAEGKQGAESDQAEPIICSSGAEAPANSLPSKVPT.... Result: 1 (interaction). (5) The miRNA is rno-miR-208b-3p with sequence AUAAGACGAACAAAAGGU. The protein sequence of the target gene is MAPWPELGDAQPNPDKYLEGAAGQQPTAPDKSKETNKTDNTEAPVTKIELLPSYSTATLIDEPTEVDDPWNLPTLQDSGIKWSERDTKGKILCFFQGIGRLILLLGFLYFFVCSLDILSSAFQLVGGKMAGQFFSNSSIMSNPLLGLVIGVLVTVLVQSSSTSTSIVVSMVSSSLLTVRAAIPIIMGANIGTSITNTIVALMQVGDRSEFRRAFAGATVHDFFNWLSVLVLLPVEVATHYLEIITQLIVESFHFKNGEDAPDLLKVITKPFTKLIVQLDKKVISQIAMNDEKAKNKSLVK.... Result: 0 (no interaction). (6) The protein sequence of the target gene is MAPNHLSVREMREDEKPLVLEMLKAGVKDTENRVALHALTRPPALLLLAAASSGLRFILASFALALLLPVFLAVAAVKLGLRARWGSLPPPGGLGGPWVAVRGSGDVCGVLALAPGANVGDGARVTRLSVSRWHRRRGVGRRLLAFAEARARAWAGSMGEPRARLVVPVAVAAWGVAGLLEACGYQAEGGWGCMGYMLVREFSKDL. Result: 0 (no interaction). The miRNA is mmu-miR-878-5p with sequence UAUCUAGUUGGAUGUCAAGACA. (7) Result: 1 (interaction). The protein sequence of the target gene is MTRLIRSKKQFLIRSLHSVFYYLGSLLHSTFEMNVFIGLLLATVVASQSSEGRDESYTYKQLCIVDDKPQVLDGFDCRNQVAVARWQNAVNTTGWTFLEVETKENYCPQLQAYSAGYLEGLLSKTVLTYHLKNAQEDYCKNFTGYCSRLSDFLTENQKWIQSSLETVAPDDLYWGAVNRTYHQVSGLIDAYEGREFKPRITYELHPILYLNLNGDFYDLEKKLNKTRDPAFEQTGGKCSGLIKVAPGNADLFISQVTMSGFQNMLRVIKLYKFGYDRQFYPGYASSFSSYPGLLYSSDDF.... The miRNA is cel-miR-266 with sequence AGGCAAGACUUUGGCAAAGC. (8) The miRNA is hsa-miR-3917 with sequence GCUCGGACUGAGCAGGUGGG. The protein sequence of the target gene is MSERRRSAVALSSRAHAFSVEALIGSNKKRKLRDWEEKGLDLSMEALSPAGPLGDTDDPATHGLEPHPDSEQSTGSDSEVLTERTSCSFSTHTDLASGAAGPVPAAMSSMEEIQVELQCADLWKRFHDIGTEMIITKAGRRMFPAMRVKITGLDPHQQYYIAMDIVPVDNKRYRYVYHSSKWMVAGNADSPVPPRVYIHPDSLASGDTWMRQVVSFDKLKLTNNELDDQGHIILHSMHKYQPRVHVIRKDFSSDLSPTKPVPVGDGVKTFNFPETVFTTVTAYQNQQITRLKIDRNPFAK.... Result: 0 (no interaction).